Dataset: Full USPTO retrosynthesis dataset with 1.9M reactions from patents (1976-2016). Task: Predict the reactants needed to synthesize the given product. The reactants are: [S:1]1[CH:5]=[CH:4][CH:3]=[C:2]1[CH:6]1[C:11](=[CH2:12])[CH2:10][CH2:9][CH2:8][C:7]1=O.[C:14]([CH2:16][C:17]([NH2:19])=[S:18])#[N:15].C(=O)([O-])[O-].[K+].[K+].[S]. Given the product [SH:18][C:17]1[C:16]([C:14]#[N:15])=[C:6]([C:2]2[S:1][CH:5]=[CH:4][CH:3]=2)[C:11]2[CH2:10][CH2:9][CH2:8][CH2:7][C:12]=2[N:19]=1, predict the reactants needed to synthesize it.